From a dataset of Full USPTO retrosynthesis dataset with 1.9M reactions from patents (1976-2016). Predict the reactants needed to synthesize the given product. (1) Given the product [F:22][C:20]1[CH:21]=[C:13]([C:6]([C:7]2[CH:12]=[CH:11][CH:10]=[CH:9][CH:8]=2)=[CH:5][C:4]([NH:40][CH3:39])=[O:3])[CH:14]=[C:15]2[C:19]=1[NH:18][CH:17]=[CH:16]2, predict the reactants needed to synthesize it. The reactants are: C([O:3][C:4](=O)[CH:5]=[C:6]([C:13]1[CH:14]=[C:15]2[C:19](=[C:20]([F:22])[CH:21]=1)[NH:18][CH:17]=[CH:16]2)[C:7]1[CH:12]=[CH:11][CH:10]=[CH:9][CH:8]=1)C.C(OC(=O)C=C(C1C=CC=C2C=1C(C#N)=[CH:39][NH:40]2)C1C=CC=CC=1)C. (2) Given the product [CH3:14][O:8][C:7](=[O:9])[C:6]1[CH:10]=[C:2]([Cl:1])[CH:3]=[CH:4][C:5]=1[N+:11]([O-:13])=[O:12], predict the reactants needed to synthesize it. The reactants are: [Cl:1][C:2]1[CH:3]=[CH:4][C:5]([N+:11]([O-:13])=[O:12])=[C:6]([CH:10]=1)[C:7]([OH:9])=[O:8].[CH2:14](OC(C1C(N)SC2=CC=CC=12)=O)C.S(Cl)(Cl)=O. (3) Given the product [Br:1][C:2]1[CH:7]=[C:6]([CH3:8])[C:5]([O:9][CH3:10])=[CH:4][C:3]=1[CH2:11][C:12]([Cl:18])=[O:14], predict the reactants needed to synthesize it. The reactants are: [Br:1][C:2]1[CH:7]=[C:6]([CH3:8])[C:5]([O:9][CH3:10])=[CH:4][C:3]=1[CH2:11][C:12]([OH:14])=O.C(Cl)(=O)C([Cl:18])=O. (4) The reactants are: [H-].[Na+].[F:3][C:4]1[CH:9]=[C:8]([CH2:10][OH:11])[CH:7]=[C:6]([F:12])[C:5]=1[C:13]1[CH:14]=[CH:15][CH:16]=[C:17]2[C:22]=1[CH:21]=[C:20]([C:23]([O:25][CH3:26])=[O:24])[CH:19]=[CH:18]2.IC.[CH2:29]1COCC1. Given the product [F:3][C:4]1[CH:9]=[C:8]([CH2:10][O:11][CH3:29])[CH:7]=[C:6]([F:12])[C:5]=1[C:13]1[CH:14]=[CH:15][CH:16]=[C:17]2[C:22]=1[CH:21]=[C:20]([C:23]([O:25][CH3:26])=[O:24])[CH:19]=[CH:18]2, predict the reactants needed to synthesize it. (5) The reactants are: CC(C[AlH]CC(C)C)C.C[O:11][C:12](=O)[C:13]1[CH:35]=[C:34]([O:36][CH3:37])[CH:33]=[C:15]([C:16]([NH:18][C:19]2[CH:24]=[CH:23][CH:22]=[CH:21][C:20]=2[NH:25][C:26]([O:28][C:29]([CH3:32])([CH3:31])[CH3:30])=[O:27])=[O:17])[CH:14]=1. Given the product [C:29]([O:28][C:26](=[O:27])[NH:25][C:20]1[CH:21]=[CH:22][CH:23]=[CH:24][C:19]=1[NH:18][C:16](=[O:17])[C:15]1[CH:33]=[C:34]([O:36][CH3:37])[CH:35]=[C:13]([CH2:12][OH:11])[CH:14]=1)([CH3:32])([CH3:30])[CH3:31], predict the reactants needed to synthesize it. (6) Given the product [CH3:1][N:2]1[C:7](=[O:8])[CH:6]=[CH:5][C:4]([C:9]2[S:13][C:12]([C:14]([NH2:34])=[O:15])=[N:11][C:10]=2[C:19]2[CH:24]=[CH:23][CH:22]=[CH:21][CH:20]=2)=[N:3]1, predict the reactants needed to synthesize it. The reactants are: [CH3:1][N:2]1[C:7](=[O:8])[CH:6]=[CH:5][C:4]([C:9]2[S:13][C:12]([C:14](OCC)=[O:15])=[N:11][C:10]=2[C:19]2[CH:24]=[CH:23][CH:22]=[CH:21][CH:20]=2)=[N:3]1.CC(C)([O-])C.[K+].O.C([NH2:34])=O. (7) Given the product [C:16]1([P:9]([C:3]2[CH:4]=[CH:5][CH:6]=[CH:7][CH:8]=2)[C:10]2[CH:15]=[CH:14][CH:13]=[CH:12][CH:11]=2)[CH:17]=[CH:18][CH:19]=[CH:20][CH:21]=1, predict the reactants needed to synthesize it. The reactants are: [Br-].[Br-].[C:3]1([P:9]([C:16]2[CH:21]=[CH:20][CH:19]=[CH:18][CH:17]=2)[C:10]2[CH:15]=[CH:14][CH:13]=[CH:12][CH:11]=2)[CH:8]=[CH:7][CH:6]=[CH:5][CH:4]=1.N#N.C(N(CC)CC)C. (8) Given the product [CH2:1]([O:3][C:4]([C:6]1([CH2:25][C:26]2[CH:31]=[CH:30][CH:29]=[CH:28][CH:27]=2)[C:11](=[O:12])[CH2:10][CH2:9][N:8]([C:13]([O:15][C:16]([CH3:18])([CH3:17])[CH3:19])=[O:14])[CH2:7]1)=[O:5])[CH3:2], predict the reactants needed to synthesize it. The reactants are: [CH2:1]([O:3][C:4]([CH:6]1[C:11](=[O:12])[CH2:10][CH2:9][N:8]([C:13]([O:15][C:16]([CH3:19])([CH3:18])[CH3:17])=[O:14])[CH2:7]1)=[O:5])[CH3:2].CN(C=O)C.[CH2:25](Br)[C:26]1[CH:31]=[CH:30][CH:29]=[CH:28][CH:27]=1.